This data is from Full USPTO retrosynthesis dataset with 1.9M reactions from patents (1976-2016). The task is: Predict the reactants needed to synthesize the given product. (1) Given the product [NH2:1][C:2]1[N:7]=[C:6]([N:28]([CH3:29])[CH3:27])[C:5]([C:11]2[CH:12]=[CH:13][C:14](=[O:20])[N:15]([CH:17]([CH3:19])[CH3:18])[N:16]=2)=[C:4]([C:21]2[CH:26]=[CH:25][CH:24]=[CH:23][CH:22]=2)[N:3]=1, predict the reactants needed to synthesize it. The reactants are: [NH2:1][C:2]1[N:7]=[C:6](S(C)=O)[C:5]([C:11]2[CH:12]=[CH:13][C:14](=[O:20])[N:15]([CH:17]([CH3:19])[CH3:18])[N:16]=2)=[C:4]([C:21]2[CH:26]=[CH:25][CH:24]=[CH:23][CH:22]=2)[N:3]=1.[CH3:27][NH:28][CH3:29]. (2) Given the product [C:15]([O:6][CH:5]([CH3:7])[CH3:4])(=[O:17])[CH3:16].[C:14]1([O:21][CH3:22])[CH:13]=[CH:12][CH:11]=[CH:10][CH:9]=1, predict the reactants needed to synthesize it. The reactants are: CO.O.[CH3:4][C:5]([CH3:7])=[O:6].C[CH2:9][CH2:10][CH2:11][CH2:12][CH2:13][CH3:14].[C:15](OCC)(=[O:17])[CH3:16].[O:21]1CCC[CH2:22]1.